This data is from Reaction yield outcomes from USPTO patents with 853,638 reactions. The task is: Predict the reaction yield, written as a fraction of the theoretical maximum amount of product (1.0 means a 100% yield; for example, 0.34 means a 34% yield). (1) The product is [Cl:2][C:3]1[CH:4]=[C:5]2[C:9](=[CH:10][CH:11]=1)[NH:8][CH:7]=[C:6]2[CH2:12][CH2:13][NH:14][C:27]([C:17]1[C:18]([C:21]2[CH:26]=[CH:25][CH:24]=[CH:23][CH:22]=2)=[N:19][O:20][C:16]=1[CH3:15])=[O:28]. The catalyst is ClCCl. The yield is 0.240. The reactants are Cl.[Cl:2][C:3]1[CH:4]=[C:5]2[C:9](=[CH:10][CH:11]=1)[NH:8][CH:7]=[C:6]2[CH2:12][CH2:13][NH2:14].[CH3:15][C:16]1[O:20][N:19]=[C:18]([C:21]2[CH:26]=[CH:25][CH:24]=[CH:23][CH:22]=2)[C:17]=1[C:27](Cl)=[O:28].C(N(CC)CC)C.C(OCC)(=O)C. (2) The reactants are C1(B(O)O)C=CC=CC=1.COCC1C=CC(B2OC(C)(C)C(C)(C)O2)=CC=1.Cl[C:29]1[N:34]=[C:33]([C:35]2[CH:40]=[CH:39][C:38]([CH2:41][O:42][CH3:43])=[CH:37][CH:36]=2)[CH:32]=[CH:31][N:30]=1.[F:44][C:45]([F:60])([F:59])[CH:46]1[NH:51][CH2:50][CH2:49][N:48]([C:52]([O:54][C:55]([CH3:58])([CH3:57])[CH3:56])=[O:53])[CH2:47]1.C(=O)([O-])[O-].[Cs+].[Cs+].C1(P(C2C=CC=CC=2)C2C=CC3C(=CC=CC=3)C=2C2C3C(=CC=CC=3)C=CC=2P(C2C=CC=CC=2)C2C=CC=CC=2)C=CC=CC=1. The catalyst is C1(C)C=CC=CC=1.O.C([O-])(=O)C.[Pd+2].C([O-])(=O)C. The product is [CH3:43][O:42][CH2:41][C:38]1[CH:39]=[CH:40][C:35]([C:33]2[CH:32]=[CH:31][N:30]=[C:29]([N:51]3[CH2:50][CH2:49][N:48]([C:52]([O:54][C:55]([CH3:57])([CH3:58])[CH3:56])=[O:53])[CH2:47][CH:46]3[C:45]([F:59])([F:44])[F:60])[N:34]=2)=[CH:36][CH:37]=1. The yield is 0.110.